From a dataset of Forward reaction prediction with 1.9M reactions from USPTO patents (1976-2016). Predict the product of the given reaction. (1) Given the reactants Br[C:2]([CH3:9])([CH3:8])[C:3]([O:5][CH2:6][CH3:7])=[O:4].[C:10]([O-:13])(=[S:12])[CH3:11].[K+], predict the reaction product. The product is: [CH2:6]([O:5][C:3](=[O:4])[C:2]([S:12][C:10](=[O:13])[CH3:11])([CH3:9])[CH3:8])[CH3:7]. (2) Given the reactants [CH3:1][C:2]1[S:6][C:5]([NH2:7])=[N:4][CH:3]=1.[CH2:8]([N+:12]#[C-:13])[CH2:9][CH2:10][CH3:11].[C:14]([C:18]1[CH:25]=[CH:24][C:21]([CH:22]=O)=[CH:20][CH:19]=1)([CH3:17])([CH3:16])[CH3:15], predict the reaction product. The product is: [CH2:8]([NH:12][C:13]1[N:4]2[C:5]([S:6][C:2]([CH3:1])=[CH:3]2)=[N:7][C:22]=1[C:21]1[CH:24]=[CH:25][C:18]([C:14]([CH3:17])([CH3:16])[CH3:15])=[CH:19][CH:20]=1)[CH2:9][CH2:10][CH3:11]. (3) Given the reactants Br[C:2]1[CH:7]=[CH:6][C:5]([C:8]2([CH3:13])[O:12][CH2:11][CH2:10][O:9]2)=[CH:4][N:3]=1.C([Li])CCC.Br[C:20]1[N:21]=[C:22]([CH:25]([C:27]2[CH:39]=[CH:38][C:30]3[N:31]([CH2:35][O:36][CH3:37])[C:32](=[O:34])[S:33][C:29]=3[CH:28]=2)[CH3:26])[S:23][CH:24]=1, predict the reaction product. The product is: [CH3:37][O:36][CH2:35][N:31]1[C:30]2[CH:38]=[CH:39][C:27]([CH:25]([C:22]3[S:23][CH:24]=[C:20]([C:2]4[CH:7]=[CH:6][C:5]([C:8]5([CH3:13])[O:12][CH2:11][CH2:10][O:9]5)=[CH:4][N:3]=4)[N:21]=3)[CH3:26])=[CH:28][C:29]=2[S:33][C:32]1=[O:34]. (4) The product is: [F:54][C:40]1[C:41]([NH:43][C@@H:44]([C:50]([CH3:53])([CH3:52])[CH3:51])[CH2:45][C:46]([O:48][CH3:49])=[O:47])=[N:42][C:37]([C:16]2[C:10]3[C:11](=[N:12][CH:13]=[C:8]([F:7])[CH:9]=3)[N:14]([S:26]([C:29]3[CH:30]=[CH:31][C:32]([CH3:35])=[CH:33][CH:34]=3)(=[O:28])=[O:27])[CH:15]=2)=[N:38][CH:39]=1. Given the reactants CC1OCCC1.[F:7][C:8]1[CH:9]=[C:10]2[C:16](B3OC(C)(C)C(C)(C)O3)=[CH:15][N:14]([S:26]([C:29]3[CH:34]=[CH:33][C:32]([CH3:35])=[CH:31][CH:30]=3)(=[O:28])=[O:27])[C:11]2=[N:12][CH:13]=1.Cl[C:37]1[N:42]=[C:41]([NH:43][C@@H:44]([C:50]([CH3:53])([CH3:52])[CH3:51])[CH2:45][C:46]([O:48][CH3:49])=[O:47])[C:40]([F:54])=[CH:39][N:38]=1.[O-]P([O-])([O-])=O.[K+].[K+].[K+].CC(C1C=C(C(C)C)C(C2C=CC=CC=2P(C2CCCCC2)C2CCCCC2)=C(C(C)C)C=1)C, predict the reaction product.